From a dataset of Catalyst prediction with 721,799 reactions and 888 catalyst types from USPTO. Predict which catalyst facilitates the given reaction. Reactant: FC1C=CC(C[O:7][C:8]2[CH:17]=[C:16]3[C:11]([CH:12]=[C:13](C(OCC)=O)[CH:14]=[N:15]3)=[N:10][CH:9]=2)=CC=1.O[C:26]1C=C2C(C=C(C(OCC)=O)C=N2)=NC=1.C([O-])([O-])=O.[Cs+].[Cs+].[F:47][C:48]1[CH:55]=[CH:54][C:51]([CH2:52]Cl)=[CH:50][CH:49]=1.CCO[C:59]([CH3:61])=[O:60]. Product: [F:47][C:48]1[CH:55]=[CH:54][C:51]([CH2:52][O:7][C:8]2[CH:17]=[C:16]3[C:11]([CH:12]=[C:13]([C:59]([OH:60])([CH3:61])[CH3:26])[CH:14]=[N:15]3)=[N:10][CH:9]=2)=[CH:50][CH:49]=1. The catalyst class is: 18.